From a dataset of Full USPTO retrosynthesis dataset with 1.9M reactions from patents (1976-2016). Predict the reactants needed to synthesize the given product. (1) The reactants are: C(OC([NH:8][C:9]1[N:14]=[C:13]([CH2:15][CH2:16][N:17]([C:25]2[CH:30]=[CH:29][C:28]([NH:31][C:32]([C:34]3[CH:39]=[CH:38][CH:37]=[CH:36][C:35]=3[C:40]3[CH:45]=[CH:44][C:43]([C:46]([F:49])([F:48])[F:47])=[CH:42][CH:41]=3)=[O:33])=[CH:27][CH:26]=2)C(=O)OC(C)(C)C)[CH:12]=[CH:11][CH:10]=1)=O)(C)(C)C.FC(F)(F)C(O)=O. Given the product [NH2:8][C:9]1[N:14]=[C:13]([CH2:15][CH2:16][NH:17][C:25]2[CH:26]=[CH:27][C:28]([NH:31][C:32]([C:34]3[C:35]([C:40]4[CH:41]=[CH:42][C:43]([C:46]([F:49])([F:47])[F:48])=[CH:44][CH:45]=4)=[CH:36][CH:37]=[CH:38][CH:39]=3)=[O:33])=[CH:29][CH:30]=2)[CH:12]=[CH:11][CH:10]=1, predict the reactants needed to synthesize it. (2) Given the product [C:3]([O:7][C:8](=[O:26])[NH:9][CH:10]([CH:11]1[CH2:16][CH2:15][CH:14]([OH:17])[CH2:13][CH2:12]1)[C:18]1[CH:23]=[CH:22][C:21]([O:24][CH3:25])=[CH:20][CH:19]=1)([CH3:6])([CH3:4])[CH3:5], predict the reactants needed to synthesize it. The reactants are: [BH4-].[Na+].[C:3]([O:7][C:8](=[O:26])[NH:9][CH:10]([C:18]1[CH:23]=[CH:22][C:21]([O:24][CH3:25])=[CH:20][CH:19]=1)[CH:11]1[CH2:16][CH2:15][C:14](=[O:17])[CH2:13][CH2:12]1)([CH3:6])([CH3:5])[CH3:4].